From a dataset of Peptide-MHC class II binding affinity with 134,281 pairs from IEDB. Regression. Given a peptide amino acid sequence and an MHC pseudo amino acid sequence, predict their binding affinity value. This is MHC class II binding data. (1) The peptide sequence is GEEYLILSARDVLAV. The MHC is DRB1_0301 with pseudo-sequence DRB1_0301. The binding affinity (normalized) is 0.576. (2) The peptide sequence is RNEVVNDVSTYASGK. The MHC is DRB1_0701 with pseudo-sequence DRB1_0701. The binding affinity (normalized) is 0.113. (3) The MHC is DRB5_0101 with pseudo-sequence DRB5_0101. The peptide sequence is SSYAATEVANAAAAS. The binding affinity (normalized) is 0.189. (4) The binding affinity (normalized) is 0.398. The MHC is HLA-DQA10301-DQB10302 with pseudo-sequence HLA-DQA10301-DQB10302. The peptide sequence is NRNNTFKPFAEYKSD. (5) The peptide sequence is LSLCNKIKGLKVFNT. The binding affinity (normalized) is 0. The MHC is DRB3_0101 with pseudo-sequence DRB3_0101. (6) The MHC is DRB1_0404 with pseudo-sequence DRB1_0404. The binding affinity (normalized) is 0.719. The peptide sequence is GEEEVQLIAAVPGKN. (7) The binding affinity (normalized) is 0.402. The peptide sequence is AAPGAGYTPATPAAP. The MHC is DRB1_0401 with pseudo-sequence DRB1_0401. (8) The peptide sequence is PTVDIEEAPEMPALY. The binding affinity (normalized) is 0. The MHC is DRB1_1101 with pseudo-sequence DRB1_1101. (9) The peptide sequence is GAVSFWMCSNGSLQFRI. The MHC is DRB1_0101 with pseudo-sequence DRB1_0101. The binding affinity (normalized) is 0.330.